From a dataset of Reaction yield outcomes from USPTO patents with 853,638 reactions. Predict the reaction yield, written as a fraction of the theoretical maximum amount of product (1.0 means a 100% yield; for example, 0.34 means a 34% yield). (1) The reactants are [Cl:1][C:2]1[N:6](S(N(C)C)(=O)=O)[N:5]=[C:4]([C:13]([F:16])([F:15])[F:14])[CH:3]=1.FC(F)(F)C(O)=O. The catalyst is ClCCl. The product is [Cl:1][C:2]1[NH:6][N:5]=[C:4]([C:13]([F:16])([F:15])[F:14])[CH:3]=1. The yield is 0.380. (2) The reactants are Cl[C:2]1[N:7]=[C:6]([NH:8][C:9]([CH:11]2[CH2:13][CH2:12]2)=[O:10])[CH:5]=[N:4][C:3]=1[C:14]1[CH:19]=[CH:18][N:17]=[CH:16][C:15]=1[F:20].[F:21][C:22]1[C:23]([Sn](CCCC)(CCCC)CCCC)=[N:24][CH:25]=[C:26]([F:32])[C:27]=1[Si](C)(C)C.[Cl-].[Li+]. The catalyst is [Cu]I.C1C=CC([P]([Pd]([P](C2C=CC=CC=2)(C2C=CC=CC=2)C2C=CC=CC=2)([P](C2C=CC=CC=2)(C2C=CC=CC=2)C2C=CC=CC=2)[P](C2C=CC=CC=2)(C2C=CC=CC=2)C2C=CC=CC=2)(C2C=CC=CC=2)C2C=CC=CC=2)=CC=1.O1CCOCC1. The product is [F:21][C:22]1[C:23]([C:2]2[N:7]=[C:6]([NH:8][C:9]([CH:11]3[CH2:13][CH2:12]3)=[O:10])[CH:5]=[N:4][C:3]=2[C:14]2[CH:19]=[CH:18][N:17]=[CH:16][C:15]=2[F:20])=[N:24][CH:25]=[C:26]([F:32])[CH:27]=1. The yield is 0.260. (3) The reactants are C[O:2][C:3]1[CH:8]=[C:7]([N+:9]([O-:11])=[O:10])[CH:6]=[CH:5][C:4]=1[C:12]([F:15])([F:14])[F:13].[Cl-].[Li+]. The catalyst is CN(C)C=O.C(OCC)(=O)C.CCCCCC. The product is [N+:9]([C:7]1[CH:6]=[CH:5][C:4]([C:12]([F:13])([F:14])[F:15])=[C:3]([OH:2])[CH:8]=1)([O-:11])=[O:10]. The yield is 0.470. (4) The reactants are [Br:1][C:2]1[CH:3]=[C:4]2[C:8](=[CH:9][CH:10]=1)[C:7](=[O:11])[CH2:6][CH2:5]2.C[N+:13]1([O-])[CH2:18]COCC1.[CH3:20][Si:21](C#N)([CH3:23])[CH3:22]. The catalyst is C(Cl)Cl. The product is [Br:1][C:2]1[CH:3]=[C:4]2[C:8](=[CH:9][CH:10]=1)[C:7]([O:11][Si:21]([CH3:23])([CH3:22])[CH3:20])([C:18]#[N:13])[CH2:6][CH2:5]2. The yield is 0.860.